From a dataset of Full USPTO retrosynthesis dataset with 1.9M reactions from patents (1976-2016). Predict the reactants needed to synthesize the given product. (1) Given the product [NH2:1][C:2]1[C:3]2[C:10]([C:11]3[CH:12]=[CH:13][C:14]([C:15]([NH:27][C:25]4[CH:26]=[CH:21][CH:22]=[CH:23][CH:24]=4)=[O:17])=[CH:18][CH:19]=3)=[C:9]([CH3:20])[S:8][C:4]=2[N:5]=[CH:6][N:7]=1, predict the reactants needed to synthesize it. The reactants are: [NH2:1][C:2]1[C:3]2[C:10]([C:11]3[CH:19]=[CH:18][C:14]([C:15]([OH:17])=O)=[CH:13][CH:12]=3)=[C:9]([CH3:20])[S:8][C:4]=2[N:5]=[CH:6][N:7]=1.[CH:21]1[CH:22]=[CH:23][C:24]2N(O)N=[N:27][C:25]=2[CH:26]=1.NC1C=CC=CC=1.CN1CCOCC1. (2) Given the product [NH2:2][CH2:1][C:3]1[CH:4]=[C:5]([C:9]2[CH:10]=[C:11]3[C:15](=[CH:16][CH:17]=2)[NH:14][C:13]2[C:18]([CH3:22])=[N:19][CH:20]=[CH:21][C:12]3=2)[CH:6]=[CH:7][CH:8]=1, predict the reactants needed to synthesize it. The reactants are: [C:1]([C:3]1[CH:4]=[C:5]([C:9]2[CH:10]=[C:11]3[C:15](=[CH:16][CH:17]=2)[NH:14][C:13]2[C:18]([CH3:22])=[N:19][CH:20]=[CH:21][C:12]3=2)[CH:6]=[CH:7][CH:8]=1)#[N:2].[BH4-].[Na+].O.Cl. (3) Given the product [C:1]([C@@H:3]1[CH2:7][CH2:6][CH2:5][N:4]1[C:8]([C@@H:10]1[C@H:15]2[CH2:16][C@H:12]([C@H:13]([O:17][CH2:18][CH:19]=[O:22])[CH2:14]2)[N:11]1[C:23]([O:25][C:26]([CH3:29])([CH3:28])[CH3:27])=[O:24])=[O:9])#[N:2], predict the reactants needed to synthesize it. The reactants are: [C:1]([C@@H:3]1[CH2:7][CH2:6][CH2:5][N:4]1[C:8]([C@@H:10]1[C@H:15]2[CH2:16][C@H:12]([C@H:13]([O:17][CH2:18][C@@H:19]([OH:22])CO)[CH2:14]2)[N:11]1[C:23]([O:25][C:26]([CH3:29])([CH3:28])[CH3:27])=[O:24])=[O:9])#[N:2].[Na]. (4) Given the product [Cl:10][C:9]1[CH:8]=[CH:7][CH:6]=[C:5]2[C:4]=1[C:3](=[O:13])[N:29]([CH2:28][C:15]1[CH:16]=[CH:17][C:18]3[O:19][C:20]4[CH:27]=[CH:26][CH:25]=[CH:24][C:21]=4[O:22][C:23]=3[CH:14]=1)[CH2:11]2, predict the reactants needed to synthesize it. The reactants are: CO[C:3](=[O:13])[C:4]1[C:9]([Cl:10])=[CH:8][CH:7]=[CH:6][C:5]=1[CH2:11]Br.[CH:14]1[C:23]2[O:22][C:21]3[CH:24]=[CH:25][CH:26]=[CH:27][C:20]=3[O:19][C:18]=2[CH:17]=[CH:16][C:15]=1[CH2:28][NH2:29].C([O-])([O-])=O.[K+].[K+].C(OCC)(=O)C. (5) The reactants are: [CH3:1][O:2][C:3]1[CH:4]=[CH:5][C:6]([Br:11])=[C:7]([CH:10]=1)[CH2:8]Br.[C-:12]#[N:13].[Na+].[Br-]. Given the product [CH3:1][O:2][C:3]1[CH:4]=[CH:5][C:6]([Br:11])=[C:7]([CH2:8][C:12]#[N:13])[CH:10]=1, predict the reactants needed to synthesize it. (6) Given the product [BrH:15].[NH2:1][C:2]1[S:3][C:4]2[CH:10]=[CH:9][C:8]([NH:11][C:12]([C:25]3[S:26][CH:27]=[CH:28][CH:29]=3)=[NH:14])=[CH:7][C:5]=2[N:6]=1, predict the reactants needed to synthesize it. The reactants are: [NH2:1][C:2]1[S:3][C:4]2[CH:10]=[CH:9][C:8]([NH:11][C:12]([NH2:14])=S)=[CH:7][C:5]=2[N:6]=1.[BrH:15].C1(SC([C:25]2[S:26][CH:27]=[CH:28][CH:29]=2)=N)C=CC=CC=1. (7) Given the product [CH3:24][O:23][C:13]1[C:11]2[N:12]=[C:8]([NH:7][C:5](=[O:6])[C:4]3[CH:25]=[CH:26][N:27]=[C:2]([N:28]4[CH2:33][CH2:32][O:31][CH2:30][CH2:29]4)[CH:3]=3)[S:9][C:10]=2[C:16]([N:17]([CH2:19][CH2:20][O:21][CH3:22])[CH3:18])=[CH:15][CH:14]=1, predict the reactants needed to synthesize it. The reactants are: Br[C:2]1[CH:3]=[C:4]([CH:25]=[CH:26][N:27]=1)[C:5]([NH:7][C:8]1[S:9][C:10]2[C:16]([N:17]([CH2:19][CH2:20][O:21][CH3:22])[CH3:18])=[CH:15][CH:14]=[C:13]([O:23][CH3:24])[C:11]=2[N:12]=1)=[O:6].[NH:28]1[CH2:33][CH2:32][O:31][CH2:30][CH2:29]1.C(=O)([O-])[O-].[Cs+].[Cs+].